Dataset: Full USPTO retrosynthesis dataset with 1.9M reactions from patents (1976-2016). Task: Predict the reactants needed to synthesize the given product. (1) The reactants are: [CH:1]([C:4]1[CH:8]=[CH:7][NH:6][N:5]=1)([CH3:3])[CH3:2].[N+]([O-])([O-])=O.[Ce+4].[NH4+].[NH4+].[N+]([O-])([O-])=O.[N+]([O-])([O-])=O.[N+]([O-])([O-])=O.[N+]([O-])([O-])=O.[N+]([O-])([O-])=O.C(#N)C.[I:39]I. Given the product [I:39][C:8]1[C:4]([CH:1]([CH3:3])[CH3:2])=[N:5][NH:6][CH:7]=1, predict the reactants needed to synthesize it. (2) Given the product [C:11]1([C:16]2[CH:21]=[CH:20][CH:19]=[CH:18][CH:17]=2)[CH:12]=[CH:13][CH:14]=[CH:15][C:10]=1[NH:9][C:8](=[O:7])[OH:22], predict the reactants needed to synthesize it. The reactants are: N1CCC([O:7][C:8](=[O:22])[NH:9][C:10]2[CH:15]=[CH:14][CH:13]=[CH:12][C:11]=2[C:16]2[CH:21]=[CH:20][CH:19]=[CH:18][CH:17]=2)CC1.ClC1C=C(C=O)C(OC)=CC=1NC(=O)C=C.C(O)(=O)C. (3) Given the product [Si:1]([O:8][C@H:9]1[CH2:18][C:17]([CH3:19])([CH3:20])[CH2:16][C:15]2[N:14]=[C:13]([CH:21]([CH3:22])[CH3:23])[C:12]([C@H:24]([C:28]3[CH:29]=[CH:30][C:31]([C:34]([F:39])([F:40])[C:35]([F:37])([F:38])[F:36])=[CH:32][CH:33]=3)[OH:25])=[C:11]([I:26])[C:10]1=2)([C:4]([CH3:5])([CH3:6])[CH3:7])([CH3:3])[CH3:2], predict the reactants needed to synthesize it. The reactants are: [Si:1]([O:8][C@H:9]1[CH2:18][C:17]([CH3:20])([CH3:19])[CH2:16][C:15]2[N:14]=[C:13]([CH:21]([CH3:23])[CH3:22])[C:12]([CH:24]=[O:25])=[C:11]([I:26])[C:10]1=2)([C:4]([CH3:7])([CH3:6])[CH3:5])([CH3:3])[CH3:2].Br[C:28]1[CH:33]=[CH:32][C:31]([C:34]([F:40])([F:39])[C:35]([F:38])([F:37])[F:36])=[CH:30][CH:29]=1. (4) The reactants are: C[O:2][C:3](=O)[C@@H:4]([CH2:13][C@@H:14]([C:16]([F:19])([F:18])[F:17])[CH3:15])[NH:5][C:6]([O:8][C:9]([CH3:12])([CH3:11])[CH3:10])=[O:7].[BH4-].[Na+]. Given the product [C:6]([NH:5][C@@H:4]([CH2:3][OH:2])[CH2:13][C@@H:14]([C:16]([F:19])([F:18])[F:17])[CH3:15])([O:8][C:9]([CH3:12])([CH3:11])[CH3:10])=[O:7], predict the reactants needed to synthesize it. (5) The reactants are: F[C:2]1[C:10]([N+:11]([O-:13])=[O:12])=[CH:9][CH:8]=[C:7]([F:14])[C:3]=1[C:4]([OH:6])=[O:5].C([O-])(=O)C.[NH4+:19]. Given the product [NH2:19][C:2]1[C:10]([N+:11]([O-:13])=[O:12])=[CH:9][CH:8]=[C:7]([F:14])[C:3]=1[C:4]([OH:6])=[O:5], predict the reactants needed to synthesize it. (6) Given the product [C:48]([C:45]1[CH:44]=[CH:43][C:42]([O:41][C:37]2[CH:36]=[C:35]([CH:40]=[CH:39][CH:38]=2)[CH2:34][NH:33][C:27]2[CH:28]=[CH:29][C:30]([Cl:32])=[CH:31][C:26]=2[C:25]([NH:24][C@@H:4]([CH2:5][C:6]2[CH:11]=[CH:10][C:9]([C:12]3[CH:17]=[CH:16][C:15]([CH:18]4[CH2:23][CH2:22][CH2:21][CH2:20][CH2:19]4)=[CH:14][CH:13]=3)=[CH:8][CH:7]=2)[C:3]([OH:53])=[O:2])=[O:52])=[CH:47][CH:46]=1)([CH3:51])([CH3:49])[CH3:50], predict the reactants needed to synthesize it. The reactants are: C[O:2][C:3](=[O:53])[C@@H:4]([NH:24][C:25](=[O:52])[C:26]1[CH:31]=[C:30]([Cl:32])[CH:29]=[CH:28][C:27]=1[NH:33][CH2:34][C:35]1[CH:40]=[CH:39][CH:38]=[C:37]([O:41][C:42]2[CH:47]=[CH:46][C:45]([C:48]([CH3:51])([CH3:50])[CH3:49])=[CH:44][CH:43]=2)[CH:36]=1)[CH2:5][C:6]1[CH:11]=[CH:10][C:9]([C:12]2[CH:17]=[CH:16][C:15]([CH:18]3[CH2:23][CH2:22][CH2:21][CH2:20][CH2:19]3)=[CH:14][CH:13]=2)=[CH:8][CH:7]=1.[Li+].[OH-].C1COCC1. (7) Given the product [CH3:11][N:10]([CH3:12])[C:4]1[CH:3]=[C:2]([C:19]2[CH:24]=[CH:23][CH:22]=[CH:21][CH:20]=2)[CH:9]=[CH:8][C:5]=1[CH:6]=[O:7], predict the reactants needed to synthesize it. The reactants are: Br[C:2]1[CH:9]=[CH:8][C:5]([CH:6]=[O:7])=[C:4]([N:10]([CH3:12])[CH3:11])[CH:3]=1.C(=O)([O-])[O-].[Na+].[Na+].[C:19]1(B(O)O)[CH:24]=[CH:23][CH:22]=[CH:21][CH:20]=1. (8) Given the product [OH:8][CH:6]1[CH2:5][N:4]([C:10]2[C:11](=[O:18])[N:12]([CH3:17])[CH:13]=[C:14]([N:28]3[C:22]4[CH:21]=[C:20]([C:33]5[CH:32]=[N:31][N:30]([CH3:29])[CH:34]=5)[N:25]=[CH:24][C:23]=4[CH:26]=[N:27]3)[N:15]=2)[CH2:3][CH2:2][NH:1][CH2:7]1, predict the reactants needed to synthesize it. The reactants are: [NH:1]1[CH2:7][CH:6]([OH:8])[CH2:5][NH:4][CH2:3][CH2:2]1.Br[C:10]1[C:11](=[O:18])[N:12]([CH3:17])[CH:13]=[C:14](Br)[N:15]=1.Cl[C:20]1[N:25]=[CH:24][C:23]2[CH:26]=[N:27][NH:28][C:22]=2[CH:21]=1.[CH3:29][N:30]1[CH:34]=[C:33](B2OC(C)(C)C(C)(C)O2)[CH:32]=[N:31]1.